Dataset: Experimentally validated miRNA-target interactions with 360,000+ pairs, plus equal number of negative samples. Task: Binary Classification. Given a miRNA mature sequence and a target amino acid sequence, predict their likelihood of interaction. (1) The miRNA is hsa-miR-1296-3p with sequence GAGUGGGGCUUCGACCCUAACC. The protein sequence of the target gene is MEGSAKASVASDPESPPGGNEPAAASGQRLPENTPPCQQVDQPKMQKEFGEDLVEQNSSYVQDSPSKKRKLDVEIILEEKHSEDDGGSAKRSKLERGDVSEDEPSLGRLNQTKRKLQPQDDEVPQKLQKLEEGHSSAVAAHYNELQEVGLAKRSQSRIFYLRNFNNWIKSILIGEILEKVRQRKTRDITVLDLGCGKGGDLLKWRKGRISRLVCADIADISMKQCQQRYEDMRCRRDNEHIFSAEFITADCSKELLVEKFRDPEMYFDVCSCQFACHYSFESQVQADTMLRNACGRLNPG.... Result: 0 (no interaction). (2) The miRNA is hsa-miR-3170 with sequence CUGGGGUUCUGAGACAGACAGU. The protein sequence of the target gene is MLDLNLKIFSSYNEDQDRKVPLMISTTGEEESNSSSSSTTDSAARDAFIAFGILKRDDDLVPPPPPPPHKETGDLFPVVADARRNIEFSVEDSHWLNLSSLQRNTQKMVKKSRRGPRSRSSQYRGVTFYRRTGRWESHIWDCGKQVYLGGFDTAYAAARAYDRAAIKFRGLDADINFVVDDYRHDIDKMKNLNKVEFVQTLRRESASFGRGSSKYKGLALQKCTQFKTHDQIHLFQNRGWDAAAIKYNELGKGEGAMKFGAHIKGNGHNDLELSLGISSSSESIKLTTGDYYKGINRSTM.... Result: 0 (no interaction).